Predict the product of the given reaction. From a dataset of Forward reaction prediction with 1.9M reactions from USPTO patents (1976-2016). Given the reactants [S:1]1[CH2:5][CH2:4][CH:3]([CH2:6][CH2:7][CH2:8][CH2:9][C:10]([O:12][CH2:13][C:14]2[C:27]3[C:28]4=[C:29]5[C:24](=[CH:25][CH:26]=3)[CH:23]=[CH:22][CH:21]=[C:20]5[CH:19]=[CH:18][C:17]4=[CH:16][CH:15]=2)=[O:11])[S:2]1.[BH4-].[Na+], predict the reaction product. The product is: [SH:2][CH:3]([CH2:4][CH2:5][SH:1])[CH2:6][CH2:7][CH2:8][CH2:9][C:10]([O:12][CH2:13][C:14]1[C:27]2[C:28]3=[C:29]4[C:24](=[CH:25][CH:26]=2)[CH:23]=[CH:22][CH:21]=[C:20]4[CH:19]=[CH:18][C:17]3=[CH:16][CH:15]=1)=[O:11].